Dataset: Reaction yield outcomes from USPTO patents with 853,638 reactions. Task: Predict the reaction yield, written as a fraction of the theoretical maximum amount of product (1.0 means a 100% yield; for example, 0.34 means a 34% yield). (1) The product is [CH3:4][S:1]([O:6][C@H:7]1[CH2:15][C:14]2[C:9](=[CH:10][CH:11]=[CH:12][CH:13]=2)[C@@H:8]1[NH:16][C:17]([O:18][C:19]([CH3:22])([CH3:21])[CH3:20])=[O:23])(=[O:3])=[O:2]. The reactants are [S:1](Cl)([CH3:4])(=[O:3])=[O:2].[OH:6][C@H:7]1[CH2:15][C:14]2[C:9](=[CH:10][CH:11]=[CH:12][CH:13]=2)[C@@H:8]1[NH:16][C:17](=[O:23])[O:18][C:19]([CH3:22])([CH3:21])[CH3:20].C(N(CC)CC)C. The yield is 0.910. The catalyst is C(Cl)Cl. (2) The reactants are [CH3:1][C:2]([CH:14]1OCO[O:15]1)([CH3:13])[CH2:3][CH2:4][O:5][CH2:6][C:7]1[CH:12]=[CH:11][CH:10]=[CH:9][CH:8]=1.FC(F)(F)C(O)=O.C(NCCCS(OCC(N)(C)C)(=O)=O)(=O)C.[H-].[Al+3].[Li+].[H-].[H-].[H-].[OH-].[Na+].[H][H]. The catalyst is O1CCCC1.C(OCC)C.O. The product is [CH3:1][C:2]([CH3:13])([CH2:3][CH2:4][O:5][CH2:6][C:7]1[CH:8]=[CH:9][CH:10]=[CH:11][CH:12]=1)[CH2:14][OH:15]. The yield is 0.610. (3) The reactants are [C:1]1([S:7][CH2:8][Cl:9])[CH:6]=[CH:5][CH:4]=[CH:3][CH:2]=1.C1C(=O)N(Br)C(=[O:13])C1. The catalyst is CO.O. The product is [C:1]1([S:7]([CH2:8][Cl:9])=[O:13])[CH:6]=[CH:5][CH:4]=[CH:3][CH:2]=1. The yield is 0.420.